Dataset: Reaction yield outcomes from USPTO patents with 853,638 reactions. Task: Predict the reaction yield, written as a fraction of the theoretical maximum amount of product (1.0 means a 100% yield; for example, 0.34 means a 34% yield). (1) The reactants are [CH2:1]([C:5]1[NH:6][CH:7]=[CH:8][N:9]=1)[CH2:2][CH2:3][CH3:4].C[O-].[Na+].[Cl:13][C:14]1[CH:21]=[CH:20][CH:19]=[CH:18][C:15]=1[CH2:16]Br. The catalyst is CO. The product is [CH2:1]([C:5]1[N:6]([CH2:16][C:15]2[CH:18]=[CH:19][CH:20]=[CH:21][C:14]=2[Cl:13])[CH:7]=[CH:8][N:9]=1)[CH2:2][CH2:3][CH3:4]. The yield is 0.610. (2) The reactants are [F:1][C:2]1[C:11]2[C:6](=[C:7]([N+:12]([O-])=O)[CH:8]=[CH:9][CH:10]=2)[CH:5]=[CH:4][CH:3]=1.[OH-].[Na+]. The catalyst is CCO.[Fe]. The product is [NH2:12][C:7]1[C:6]2[C:11](=[C:2]([F:1])[CH:3]=[CH:4][CH:5]=2)[CH:10]=[CH:9][CH:8]=1. The yield is 0.800. (3) The reactants are O=[C:2]([NH:8][NH:9][C:10](=O)[CH2:11][CH2:12][C:13]#[CH:14])[C:3]([O:5][CH2:6][CH3:7])=[O:4].P12(SP3(SP(SP(S3)(S1)=S)(=S)S2)=S)=[S:17]. The product is [CH2:11]([C:10]1[S:17][C:2]([C:3]([O:5][CH2:6][CH3:7])=[O:4])=[N:8][N:9]=1)[CH2:12][C:13]#[CH:14]. The catalyst is C1(C)C=CC=CC=1. The yield is 0.500.